This data is from Full USPTO retrosynthesis dataset with 1.9M reactions from patents (1976-2016). The task is: Predict the reactants needed to synthesize the given product. Given the product [OH:26][C:22]1[C:23]([CH3:25])=[CH:24][C:19]([C:13]2[N:14]=[N:15][C:16]([O:17][CH3:18])=[C:11]([C:3]3[NH:4][C:5]4[C:10]([C:2]=3[C:37]3[C:38](=[O:40])[NH:39][C:34](=[O:33])[NH:35][CH:36]=3)=[CH:9][CH:8]=[CH:7][CH:6]=4)[CH:12]=2)=[CH:20][C:21]=1[CH3:27], predict the reactants needed to synthesize it. The reactants are: Br[C:2]1[C:10]2[C:5](=[CH:6][CH:7]=[CH:8][CH:9]=2)[NH:4][C:3]=1[C:11]1[CH:12]=[C:13]([C:19]2[CH:24]=[C:23]([CH3:25])[C:22]([OH:26])=[C:21]([CH3:27])[CH:20]=2)[N:14]=[N:15][C:16]=1[O:17][CH3:18].O.C([O:33][C:34]1[N:39]=[C:38]([O:40]C(C)(C)C)[C:37](B(O)O)=[CH:36][N:35]=1)(C)(C)C.